This data is from TCR-epitope binding with 47,182 pairs between 192 epitopes and 23,139 TCRs. The task is: Binary Classification. Given a T-cell receptor sequence (or CDR3 region) and an epitope sequence, predict whether binding occurs between them. (1) The epitope is RTLNAWVKV. The TCR CDR3 sequence is CASYPDRGRVNEQFF. Result: 0 (the TCR does not bind to the epitope). (2) The epitope is VTIAEILLI. The TCR CDR3 sequence is CASSQVMGYGYTF. Result: 1 (the TCR binds to the epitope). (3) The epitope is LPPAYTNSF. The TCR CDR3 sequence is CASSFWGAQDTEAFF. Result: 1 (the TCR binds to the epitope). (4) The TCR CDR3 sequence is CASSFVGELFF. Result: 1 (the TCR binds to the epitope). The epitope is NEGVKAAW. (5) The epitope is MPASWVMRI. The TCR CDR3 sequence is CASKEKKGLETSGNLTDTQYF. Result: 1 (the TCR binds to the epitope).